From a dataset of Full USPTO retrosynthesis dataset with 1.9M reactions from patents (1976-2016). Predict the reactants needed to synthesize the given product. (1) The reactants are: [CH3:1][C@:2]12[C:8]([CH3:10])([CH3:9])[C@H:5]([CH2:6][CH2:7]1)[C:4](=O)[C:3]2=O.COP([CH2:19][C:20]([CH:22]1[CH2:24][CH2:23]1)=O)(=O)OC.O.[NH2:26][NH2:27]. Given the product [CH:22]1([C:20]2[N:26]=[N:27][C:3]3[C@@:2]4([CH3:1])[C:8]([CH3:10])([CH3:9])[C@@H:5]([C:4]=3[CH:19]=2)[CH2:6][CH2:7]4)[CH2:24][CH2:23]1, predict the reactants needed to synthesize it. (2) The reactants are: C(OC([N:8]1[CH2:13][CH2:12][N:11]([C:14]2[C:23]([F:24])=[CH:22][C:17]3[NH:18][C:19](=[S:21])[NH:20][C:16]=3[CH:15]=2)[CH2:10][CH2:9]1)=O)(C)(C)C.C(OC(N1CCN([C:38]2[C:47]([Cl:48])=[CH:46]C3NC(=S)N[C:40]=3[CH:39]=2)CC1)=O)(C)(C)C. Given the product [ClH:48].[ClH:48].[CH2:39]([CH:38]([S:21][C:19]1[NH:18][C:17]2[CH:22]=[C:23]([F:24])[C:14]([N:11]3[CH2:10][CH2:9][NH:8][CH2:13][CH2:12]3)=[CH:15][C:16]=2[N:20]=1)[CH2:47][CH3:46])[CH3:40], predict the reactants needed to synthesize it.